From a dataset of Forward reaction prediction with 1.9M reactions from USPTO patents (1976-2016). Predict the product of the given reaction. Given the reactants [CH3:1][O:2][C:3]1[N:8]=[CH:7][C:6]([NH:9][CH:10]=[C:11]2[C:16](=[O:17])OC(C)(C)OC2=O)=[C:5]([CH3:21])[CH:4]=1, predict the reaction product. The product is: [CH3:1][O:2][C:3]1[N:8]=[C:7]2[C:6](=[C:5]([CH3:21])[CH:4]=1)[N:9]=[CH:10][CH:11]=[C:16]2[OH:17].